From a dataset of Full USPTO retrosynthesis dataset with 1.9M reactions from patents (1976-2016). Predict the reactants needed to synthesize the given product. (1) Given the product [Cl:3][C:4]1[CH:12]=[CH:11][CH:10]=[C:9]2[C:5]=1[CH2:6][N:7]([C:13]([O:15][C@@H:16]1[CH2:20][C@@H:19]([C:21](=[O:37])[NH:22][C@:23]3([C:28](=[O:36])[NH:29][S:30]([CH:33]4[CH2:34][CH2:35]4)(=[O:32])=[O:31])[CH2:25][C@H:24]3[CH2:26][CH3:27])[N:18]([C:51](=[O:52])[C@@H:50]([NH:49][C:41]3[CH:42]=[C:43]([C:45]([F:48])([F:47])[F:46])[CH:44]=[C:39]([F:38])[CH:40]=3)[C:54]([CH3:57])([CH3:56])[CH3:55])[CH2:17]1)=[O:14])[CH2:8]2, predict the reactants needed to synthesize it. The reactants are: Cl.Cl.[Cl:3][C:4]1[CH:12]=[CH:11][CH:10]=[C:9]2[C:5]=1[CH2:6][N:7]([C:13]([O:15][C@@H:16]1[CH2:20][C@@H:19]([C:21](=[O:37])[NH:22][C@:23]3([C:28](=[O:36])[NH:29][S:30]([CH:33]4[CH2:35][CH2:34]4)(=[O:32])=[O:31])[CH2:25][C@H:24]3[CH2:26][CH3:27])[NH:18][CH2:17]1)=[O:14])[CH2:8]2.[F:38][C:39]1[CH:40]=[C:41]([NH:49][C@@H:50]([C:54]([CH3:57])([CH3:56])[CH3:55])[C:51](O)=[O:52])[CH:42]=[C:43]([C:45]([F:48])([F:47])[F:46])[CH:44]=1.CN(C(ON1N=NC2C=CC=NC1=2)=[N+](C)C)C.F[P-](F)(F)(F)(F)F.CCN(C(C)C)C(C)C.OS([O-])(=O)=O.[K+]. (2) Given the product [Cl:23][C:24]1[CH:25]=[C:26]([C:31]([C:32]([F:35])([F:33])[F:34])=[CH:2][C:1]([C:4]2[CH:5]=[C:6]3[C:10](=[CH:11][CH:12]=2)[C:9]2([CH2:13][N:14]([C:16]([O:18][C:19]([CH3:22])([CH3:21])[CH3:20])=[O:17])[CH2:15]2)[O:8][CH2:7]3)=[O:3])[CH:27]=[C:28]([Cl:30])[CH:29]=1, predict the reactants needed to synthesize it. The reactants are: [C:1]([C:4]1[CH:5]=[C:6]2[C:10](=[CH:11][CH:12]=1)[C:9]1([CH2:15][N:14]([C:16]([O:18][C:19]([CH3:22])([CH3:21])[CH3:20])=[O:17])[CH2:13]1)[O:8][CH2:7]2)(=[O:3])[CH3:2].[Cl:23][C:24]1[CH:25]=[C:26]([C:31](=O)[C:32]([F:35])([F:34])[F:33])[CH:27]=[C:28]([Cl:30])[CH:29]=1.C([O-])([O-])=O.[Cs+].[Cs+]. (3) Given the product [OH-:14].[CH3:2][N+:3]1([CH3:13])[CH:11]2[CH:6]([CH2:7][CH2:8][CH2:9][CH2:10]2)[CH2:5][CH:4]1[CH3:12], predict the reactants needed to synthesize it. The reactants are: [I-].[CH3:2][N+:3]1([CH3:13])[CH:11]2[CH:6]([CH2:7][CH2:8][CH2:9][CH2:10]2)[CH2:5][CH:4]1[CH3:12].[OH2:14]. (4) Given the product [N:28]1([C:2]2[CH:3]=[CH:4][N:5]=[C:6]3[C:11]=2[N:10]=[C:9]([C:12]2[CH:13]=[C:14]([NH:18][S:19]([C:22]4[CH:27]=[CH:26][CH:25]=[CH:24][CH:23]=4)(=[O:21])=[O:20])[CH:15]=[N:16][CH:17]=2)[CH:8]=[CH:7]3)[CH2:33][CH2:32][O:31][CH2:30][CH2:29]1, predict the reactants needed to synthesize it. The reactants are: Cl[C:2]1[CH:3]=[CH:4][N:5]=[C:6]2[C:11]=1[N:10]=[C:9]([C:12]1[CH:13]=[C:14]([NH:18][S:19]([C:22]3[CH:27]=[CH:26][CH:25]=[CH:24][CH:23]=3)(=[O:21])=[O:20])[CH:15]=[N:16][CH:17]=1)[CH:8]=[CH:7]2.[NH:28]1[CH2:33][CH2:32][O:31][CH2:30][CH2:29]1.C(N(CC)CC)C. (5) Given the product [ClH:43].[O:1]1[C:10]2[CH:9]=[C:8]([CH2:11][NH:12][CH:20]3[CH2:25][CH2:24][N:23]([CH2:26][CH2:27][N:28]4[C:37]5[C:32](=[N:33][CH:34]=[C:35]([C:38]([F:41])([F:39])[F:40])[CH:36]=5)[CH:31]=[CH:30][C:29]4=[O:42])[CH2:22][CH2:21]3)[N:7]=[CH:6][C:5]=2[O:4][CH2:3][CH2:2]1, predict the reactants needed to synthesize it. The reactants are: [O:1]1[C:10]2[CH:9]=[C:8]([CH2:11][N:12]([CH:20]3[CH2:25][CH2:24][N:23]([CH2:26][CH2:27][N:28]4[C:37]5[C:32](=[N:33][CH:34]=[C:35]([C:38]([F:41])([F:40])[F:39])[CH:36]=5)[CH:31]=[CH:30][C:29]4=[O:42])[CH2:22][CH2:21]3)C(=O)OC(C)(C)C)[N:7]=[CH:6][C:5]=2[O:4][CH2:3][CH2:2]1.[ClH:43]. (6) Given the product [CH2:1]([O:8][C:9]1[C:10]([C:19]([O:21][CH3:22])=[O:20])=[N:11][N:12]2[CH2:17][CH2:16][N:15]([CH2:30][C:29]3[CH:32]=[CH:33][C:26]([F:25])=[CH:27][CH:28]=3)[C:14](=[O:18])[C:13]=12)[C:2]1[CH:7]=[CH:6][CH:5]=[CH:4][CH:3]=1, predict the reactants needed to synthesize it. The reactants are: [CH2:1]([O:8][C:9]1[C:10]([C:19]([O:21][CH3:22])=[O:20])=[N:11][N:12]2[CH2:17][CH2:16][NH:15][C:14](=[O:18])[C:13]=12)[C:2]1[CH:7]=[CH:6][CH:5]=[CH:4][CH:3]=1.[H-].[Na+].[F:25][C:26]1[CH:33]=[CH:32][C:29]([CH2:30]Br)=[CH:28][CH:27]=1.